Dataset: Peptide-MHC class I binding affinity with 185,985 pairs from IEDB/IMGT. Task: Regression. Given a peptide amino acid sequence and an MHC pseudo amino acid sequence, predict their binding affinity value. This is MHC class I binding data. (1) The peptide sequence is TPPLVRLVF. The MHC is Mamu-A01 with pseudo-sequence Mamu-A01. The binding affinity (normalized) is 0.362. (2) The peptide sequence is APLAHRLGM. The MHC is HLA-B08:02 with pseudo-sequence HLA-B08:02. The binding affinity (normalized) is 0.0847. (3) The peptide sequence is NLKLYGAEF. The MHC is HLA-A31:01 with pseudo-sequence HLA-A31:01. The binding affinity (normalized) is 0.0847.